This data is from Reaction yield outcomes from USPTO patents with 853,638 reactions. The task is: Predict the reaction yield, written as a fraction of the theoretical maximum amount of product (1.0 means a 100% yield; for example, 0.34 means a 34% yield). (1) The reactants are [OH:1][C:2]1[CH:3]=[C:4]2[C:9](=[CH:10][CH:11]=1)[N:8]=[C:7]([C:12]1[CH:19]=[CH:18][C:15]([C:16]#[N:17])=[CH:14][CH:13]=1)[CH:6]=[CH:5]2.[NH2:20][OH:21].Cl. The catalyst is CCO. The product is [OH:21][NH:20][C:16](=[NH:17])[C:15]1[CH:14]=[CH:13][C:12]([C:7]2[CH:6]=[CH:5][C:4]3[C:9](=[CH:10][CH:11]=[C:2]([OH:1])[CH:3]=3)[N:8]=2)=[CH:19][CH:18]=1. The yield is 0.780. (2) The reactants are [Cl:1][C:2]1[C:7]([C:8]([OH:10])=[O:9])=[C:6]([CH3:11])[CH:5]=[C:4]([Cl:12])[N:3]=1.[C:13]([O-])([O-])=O.[K+].[K+].IC.O. The catalyst is CN(C=O)C. The product is [CH3:13][O:9][C:8]([C:7]1[C:2]([Cl:1])=[N:3][C:4]([Cl:12])=[CH:5][C:6]=1[CH3:11])=[O:10]. The yield is 0.980. (3) The reactants are C[N:2](C)[CH:3]=[CH:4][C:5]([C:7]1[C:12](=[O:13])[CH:11]=[CH:10][N:9]([C:14]2[CH:19]=[CH:18][CH:17]=[C:16]([C:20]([F:23])([F:22])[F:21])[CH:15]=2)[N:8]=1)=O.Cl.[CH3:26][C:27]1[CH:28]=[C:29]([NH:33]N)[CH:30]=[CH:31][CH:32]=1.CCN(CC)CC. The catalyst is C(O)C. The product is [CH3:26][C:27]1[CH:28]=[C:29]([N:33]2[C:5]([C:7]3[C:12](=[O:13])[CH:11]=[CH:10][N:9]([C:14]4[CH:19]=[CH:18][CH:17]=[C:16]([C:20]([F:23])([F:22])[F:21])[CH:15]=4)[N:8]=3)=[CH:4][CH:3]=[N:2]2)[CH:30]=[CH:31][CH:32]=1. The yield is 0.210.